Dataset: Forward reaction prediction with 1.9M reactions from USPTO patents (1976-2016). Task: Predict the product of the given reaction. (1) Given the reactants Cl.Cl.Cl.[O:4]1[C:8]2=[C:9]([N:13]3[CH2:18][CH2:17][N:16]([CH2:19][CH2:20][C@H:21]4[CH2:26][CH2:25][C@H:24]([NH2:27])[CH2:23][CH2:22]4)[CH2:15][CH2:14]3)[N:10]=[CH:11][CH:12]=[C:7]2[CH2:6][CH2:5]1.[CH3:28][O:29][CH:30]([O:36][CH3:37])[CH2:31][C:32](OC)=[O:33], predict the reaction product. The product is: [O:4]1[C:8]2=[C:9]([N:13]3[CH2:18][CH2:17][N:16]([CH2:19][CH2:20][C@H:21]4[CH2:26][CH2:25][C@H:24]([NH:27][C:32](=[O:33])[CH2:31][CH:30]([O:36][CH3:37])[O:29][CH3:28])[CH2:23][CH2:22]4)[CH2:15][CH2:14]3)[N:10]=[CH:11][CH:12]=[C:7]2[CH2:6][CH2:5]1. (2) Given the reactants [Cl:1][C:2]1[CH:8]=[C:7]([Cl:9])[C:6]([C:10]2[CH:14]=[C:13]([O:15][CH:16]([F:18])[F:17])[N:12]([CH3:19])[N:11]=2)=[CH:5][C:3]=1[NH2:4].C([O-])(=O)C.[Na+].[Br:25]Br, predict the reaction product. The product is: [Br:25][C:5]1[C:6]([C:10]2[CH:14]=[C:13]([O:15][CH:16]([F:18])[F:17])[N:12]([CH3:19])[N:11]=2)=[C:7]([Cl:9])[CH:8]=[C:2]([Cl:1])[C:3]=1[NH2:4]. (3) Given the reactants [OH:1][C:2]1[CH:11]=[C:10]2[C:5]([CH2:6][C@@H:7]([C:19](=[O:31])[NH:20][C@H:21]3[C:30]4[C:25](=[CH:26][CH:27]=[CH:28][CH:29]=4)[CH2:24][CH2:23][CH2:22]3)[N:8]([C:12]([O:14][C:15]([CH3:18])([CH3:17])[CH3:16])=[O:13])[CH2:9]2)=[CH:4][CH:3]=1.CCN(CC)CC.C1(N([S:46]([C:49]([F:52])([F:51])[F:50])(=[O:48])=[O:47])[S:46]([C:49]([F:52])([F:51])[F:50])(=[O:48])=[O:47])C=CC=CC=1, predict the reaction product. The product is: [C@H:21]1([NH:20][C:19]([C@@H:7]2[CH2:6][C:5]3[C:10](=[CH:11][C:2]([O:1][S:46]([C:49]([F:52])([F:51])[F:50])(=[O:48])=[O:47])=[CH:3][CH:4]=3)[CH2:9][N:8]2[C:12]([O:14][C:15]([CH3:16])([CH3:17])[CH3:18])=[O:13])=[O:31])[C:30]2[C:25](=[CH:26][CH:27]=[CH:28][CH:29]=2)[CH2:24][CH2:23][CH2:22]1. (4) Given the reactants Br[C:2]1[CH:3]=[C:4]([C:7]([OH:9])=[O:8])[S:5][CH:6]=1.[Li]CCCC.CN(OC)[C:17](=[O:22])[C:18]([F:21])([F:20])[F:19], predict the reaction product. The product is: [F:19][C:18]([F:21])([F:20])[C:17]([C:2]1[CH:3]=[C:4]([C:7]([OH:9])=[O:8])[S:5][CH:6]=1)=[O:22]. (5) Given the reactants [CH2:1]([S:3]([N:6]1[CH2:11][CH2:10][CH:9]([C:12]2[C:20]3[C:15](=[C:16]([C:30]([NH2:32])=[O:31])[CH:17]=[C:18](B4OC(C)(C)C(C)(C)O4)[CH:19]=3)[NH:14][CH:13]=2)[CH2:8][CH2:7]1)(=[O:5])=[O:4])[CH3:2].Br[C:34]1[CH:35]=[N:36][N:37]([CH2:39][CH2:40][N:41]([CH3:43])[CH3:42])[CH:38]=1.C(=O)([O-])[O-].[Na+].[Na+], predict the reaction product. The product is: [CH3:42][N:41]([CH3:43])[CH2:40][CH2:39][N:37]1[CH:38]=[C:34]([C:18]2[CH:19]=[C:20]3[C:15](=[C:16]([C:30]([NH2:32])=[O:31])[CH:17]=2)[NH:14][CH:13]=[C:12]3[CH:9]2[CH2:8][CH2:7][N:6]([S:3]([CH2:1][CH3:2])(=[O:4])=[O:5])[CH2:11][CH2:10]2)[CH:35]=[N:36]1. (6) Given the reactants Cl[C:2]1[CH:20]=[CH:19][C:5]([C:6]([NH:8][C:9]2[CH:14]=[CH:13][CH:12]=[C:11]([C:15]([F:18])([F:17])[F:16])[CH:10]=2)=[O:7])=[CH:4][C:3]=1[C:21]1[CH:29]=[C:28]2[C:24]([C:25]3[CH:33]=[N:32][CH:31]=[N:30][C:26]=3[NH:27]2)=[CH:23][CH:22]=1.C[C:35]#[N:36].O, predict the reaction product. The product is: [C:35]([C:2]1[CH:20]=[CH:19][C:5]([C:6]([NH:8][C:9]2[CH:14]=[CH:13][CH:12]=[C:11]([C:15]([F:18])([F:17])[F:16])[CH:10]=2)=[O:7])=[CH:4][C:3]=1[C:21]1[CH:29]=[C:28]2[C:24]([C:25]3[CH:33]=[N:32][CH:31]=[N:30][C:26]=3[NH:27]2)=[CH:23][CH:22]=1)#[N:36]. (7) Given the reactants [NH2:1][CH2:2][CH2:3][N:4]1[C:12]2[C:7](=[CH:8][CH:9]=[CH:10][CH:11]=2)[C:6]2([C:16]3=[CH:17][C:18]4[O:22][CH2:21][O:20][C:19]=4[CH:23]=[C:15]3[O:14][CH2:13]2)[C:5]1=[O:24].[NH:25]1[CH2:30][CH2:29][CH:28](CN2C3C(=CC=CC=3)C3(C4=CC5OCOC=5C=C4OC3)C2=O)[CH2:27][CH2:26]1.BrC1C=CC=CN=1.BrC1C=CC=CC=1, predict the reaction product. The product is: [N:25]1[CH:30]=[CH:29][CH:28]=[CH:27][C:26]=1[NH:1][CH2:2][CH2:3][N:4]1[C:12]2[C:7](=[CH:8][CH:9]=[CH:10][CH:11]=2)[C:6]2([C:16]3=[CH:17][C:18]4[O:22][CH2:21][O:20][C:19]=4[CH:23]=[C:15]3[O:14][CH2:13]2)[C:5]1=[O:24]. (8) Given the reactants [OH:1][C:2]1[CH:3]=[CH:4][C:5]([C:8]([N:10]2[CH2:15][CH2:14][CH2:13][CH2:12][CH2:11]2)=O)=[N:6][CH:7]=1, predict the reaction product. The product is: [NH3:6].[N:10]1([CH2:8][C:5]2[N:6]=[CH:7][C:2]([OH:1])=[CH:3][CH:4]=2)[CH2:15][CH2:14][CH2:13][CH2:12][CH2:11]1. (9) Given the reactants C(Cl)(=O)C(Cl)=O.C(Cl)Cl.CS(C)=O.[CH:14]([Si:17]([CH:34]([CH3:36])[CH3:35])([CH:31]([CH3:33])[CH3:32])[O:18][CH:19]1[C:25]2=[N:26][CH:27]=[CH:28][CH:29]=[C:24]2[CH2:23][CH:22]([OH:30])[CH2:21][CH2:20]1)([CH3:16])[CH3:15], predict the reaction product. The product is: [CH:34]([Si:17]([CH:14]([CH3:16])[CH3:15])([CH:31]([CH3:33])[CH3:32])[O:18][CH:19]1[C:25]2=[N:26][CH:27]=[CH:28][CH:29]=[C:24]2[CH2:23][C:22](=[O:30])[CH2:21][CH2:20]1)([CH3:36])[CH3:35].